The task is: Predict the reaction yield, written as a fraction of the theoretical maximum amount of product (1.0 means a 100% yield; for example, 0.34 means a 34% yield).. This data is from Reaction yield outcomes from USPTO patents with 853,638 reactions. (1) The reactants are [CH3:1][O:2][C:3]1[N:8]=[C:7]([NH2:9])[CH:6]=[CH:5][C:4]=1[C:10]([CH3:12])=[CH2:11].[H][H]. The catalyst is CO.[Pd]. The product is [CH:10]([C:4]1[CH:5]=[CH:6][C:7]([NH2:9])=[N:8][C:3]=1[O:2][CH3:1])([CH3:12])[CH3:11]. The yield is 0.530. (2) The reactants are C([O:8][C:9]1[CH:10]=[CH:11][C:12]([C@@H:20]([OH:48])[CH2:21][NH:22][CH2:23][CH2:24][C:25]2[CH:30]=[CH:29][C:28]([NH:31][C:32]([NH:34][CH:35]([C:42]3[CH:47]=[CH:46][CH:45]=[CH:44][CH:43]=3)[C:36]3[CH:41]=[CH:40][CH:39]=[CH:38][CH:37]=3)=[O:33])=[CH:27][CH:26]=2)=[C:13]2[C:18]=1[NH:17][C:16](=[O:19])[CH:15]=[CH:14]2)C1C=CC=CC=1. The catalyst is [Pd]. The product is [C:42]1([CH:35]([C:36]2[CH:37]=[CH:38][CH:39]=[CH:40][CH:41]=2)[NH:34][C:32]([NH:31][C:28]2[CH:29]=[CH:30][C:25]([CH2:24][CH2:23][NH:22][CH2:21][C@H:20]([OH:48])[C:12]3[CH:11]=[CH:10][C:9]([OH:8])=[C:18]4[C:13]=3[CH:14]=[CH:15][C:16](=[O:19])[NH:17]4)=[CH:26][CH:27]=2)=[O:33])[CH:47]=[CH:46][CH:45]=[CH:44][CH:43]=1. The yield is 0.410. (3) The reactants are [CH3:1][C:2]1([CH3:24])[C:6]2[CH:7]=[C:8]([C:20](=[O:23])[CH2:21][CH3:22])[CH:9]=[C:10](B3OC(C)(C)C(C)(C)O3)[C:5]=2[O:4][CH2:3]1.Br[C:26]1[CH:27]=[C:28]([CH:31]=[CH:32][C:33]=1[O:34][C:35]([F:38])([F:37])[F:36])[CH:29]=[O:30].C(=O)([O-])[O-].[K+].[K+]. The catalyst is C1(C)C=CC=CC=1.C(O)C.O.C(OCC)(=O)C.C1C=CC([P]([Pd]([P](C2C=CC=CC=2)(C2C=CC=CC=2)C2C=CC=CC=2)([P](C2C=CC=CC=2)(C2C=CC=CC=2)C2C=CC=CC=2)[P](C2C=CC=CC=2)(C2C=CC=CC=2)C2C=CC=CC=2)(C2C=CC=CC=2)C2C=CC=CC=2)=CC=1. The product is [CH3:24][C:2]1([CH3:1])[C:6]2[CH:7]=[C:8]([C:20](=[O:23])[CH2:21][CH3:22])[CH:9]=[C:10]([C:32]3[CH:31]=[C:28]([CH:27]=[CH:26][C:33]=3[O:34][C:35]([F:36])([F:37])[F:38])[CH:29]=[O:30])[C:5]=2[O:4][CH2:3]1. The yield is 0.500. (4) The reactants are [NH2:1][C@H:2]([C:6]([NH:8][CH:9]([CH:18]([OH:31])[CH2:19][O:20][C:21]1[C:26]([F:27])=[C:25]([F:28])[CH:24]=[C:23]([F:29])[C:22]=1[F:30])[CH2:10][C:11]([O:13][C:14]([CH3:17])([CH3:16])[CH3:15])=[O:12])=[O:7])[CH:3]([CH3:5])[CH3:4].[C:32]([O:36][C:37]([CH2:39][N:40]1[C:48]2[C:43](=[CH:44][CH:45]=[CH:46][CH:47]=2)[CH:42]=[C:41]1[C:49](O)=[O:50])=[O:38])([CH3:35])([CH3:34])[CH3:33].CN1CCOCC1.C1C=CC2N(O)N=NC=2C=1.CCN=C=NCCCN(C)C. The catalyst is C(Cl)Cl. The product is [C:32]([O:36][C:37]([CH2:39][N:40]1[C:48]2[C:43](=[CH:44][CH:45]=[CH:46][CH:47]=2)[CH:42]=[C:41]1[C:49]([NH:1][C@H:2]([C:6]([NH:8][CH:9]([CH:18]([OH:31])[CH2:19][O:20][C:21]1[C:22]([F:30])=[C:23]([F:29])[CH:24]=[C:25]([F:28])[C:26]=1[F:27])[CH2:10][C:11]([O:13][C:14]([CH3:16])([CH3:17])[CH3:15])=[O:12])=[O:7])[CH:3]([CH3:5])[CH3:4])=[O:50])=[O:38])([CH3:35])([CH3:33])[CH3:34]. The yield is 0.680.